This data is from Forward reaction prediction with 1.9M reactions from USPTO patents (1976-2016). The task is: Predict the product of the given reaction. (1) Given the reactants [Cl:1][C:2]1[C:3]([C:22]2[N:27]=[C:26]([NH:28][C:29]3[CH:34]=[CH:33][N:32]=[CH:31][C:30]=3[C:35](O)=[O:36])[CH:25]=[CH:24][N:23]=2)=[N:4][N:5]([CH2:10][C:11]2[C:16]([F:17])=[CH:15][C:14]([O:18][CH2:19][CH3:20])=[CH:13][C:12]=2[F:21])[C:6]=1[CH:7]1[CH2:9][CH2:8]1.[NH2:38][CH2:39][CH2:40][OH:41].F[P-](F)(F)(F)(F)F.N1(O[P+](N2CCCC2)(N2CCCC2)N2CCCC2)C2C=CC=CC=2N=N1.C(N(C(C)C)C(C)C)C, predict the reaction product. The product is: [Cl:1][C:2]1[C:3]([C:22]2[N:27]=[C:26]([NH:28][C:29]3[C:30]([C:35]([NH:38][CH2:39][CH2:40][OH:41])=[O:36])=[CH:31][N:32]=[CH:33][CH:34]=3)[CH:25]=[CH:24][N:23]=2)=[N:4][N:5]([CH2:10][C:11]2[C:12]([F:21])=[CH:13][C:14]([O:18][CH2:19][CH3:20])=[CH:15][C:16]=2[F:17])[C:6]=1[CH:7]1[CH2:9][CH2:8]1. (2) Given the reactants [CH2:1]([OH:4])[C:2]#[CH:3].[CH2:5]([SnH:9]([CH2:14][CH2:15][CH2:16][CH3:17])[CH2:10][CH2:11][CH2:12][CH3:13])[CH2:6][CH2:7][CH3:8], predict the reaction product. The product is: [CH2:14]([Sn:9]([CH2:5][CH2:6][CH2:7][CH3:8])([CH2:10][CH2:11][CH2:12][CH3:13])/[CH:3]=[CH:2]/[CH2:1][OH:4])[CH2:15][CH2:16][CH3:17]. (3) The product is: [Br:1][C:2]1[CH:7]=[CH:6][C:5]([Si:12]([CH3:11])([O:17][CH:18]([CH3:20])[CH3:19])[O:13][CH:14]([CH3:16])[CH3:15])=[CH:4][CH:3]=1. Given the reactants [Br:1][C:2]1[CH:7]=[CH:6][C:5]([Mg]Br)=[CH:4][CH:3]=1.Cl[CH2:11][SiH:12]([O:17][CH:18]([CH3:20])[CH3:19])[O:13][CH:14]([CH3:16])[CH3:15].BrC1C=CC(Br)=CC=1, predict the reaction product. (4) Given the reactants [F:1][C:2]1[CH:7]=[CH:6][C:5]([C:8]2[N:12]([CH2:13][C:14]3[CH:15]=[N:16][CH:17]=[CH:18][CH:19]=3)[N:11]=[C:10]([CH3:20])[CH:9]=2)=[CH:4][CH:3]=1.[Br:21]N1C(=O)CCC1=O, predict the reaction product. The product is: [Br:21][C:9]1[C:10]([CH3:20])=[N:11][N:12]([CH2:13][C:14]2[CH:15]=[N:16][CH:17]=[CH:18][CH:19]=2)[C:8]=1[C:5]1[CH:4]=[CH:3][C:2]([F:1])=[CH:7][CH:6]=1. (5) Given the reactants [CH2:1]([O:6][C:7](Cl)=[O:8])[C:2]([CH3:5])([CH3:4])[CH3:3].[NH2:10][C:11]1[CH:16]=[CH:15][C:14]([C:17]2[C:25]3[C:24]([NH2:26])=[N:23][CH:22]=[N:21][C:20]=3[N:19]([CH:27]3[CH2:32][CH2:31][O:30][CH2:29][CH2:28]3)[CH:18]=2)=[CH:13][C:12]=1[O:33][CH3:34], predict the reaction product. The product is: [NH2:26][C:24]1[C:25]2[C:17]([C:14]3[CH:15]=[CH:16][C:11]([NH:10][C:7](=[O:8])[O:6][CH2:1][C:2]([CH3:5])([CH3:4])[CH3:3])=[C:12]([O:33][CH3:34])[CH:13]=3)=[CH:18][N:19]([CH:27]3[CH2:32][CH2:31][O:30][CH2:29][CH2:28]3)[C:20]=2[N:21]=[CH:22][N:23]=1. (6) Given the reactants [CH3:1][O:2][CH2:3][C@@H:4]([NH2:6])[CH3:5].[Cl:7][CH2:8][CH2:9][N:10]=[C:11]=[O:12], predict the reaction product. The product is: [Cl:7][CH2:8][CH2:9][NH:10][C:11]([NH:6][C@@H:4]([CH3:5])[CH2:3][O:2][CH3:1])=[O:12]. (7) Given the reactants C([N:4]1[CH2:10][CH2:9][C:8]2[CH:11]=[CH:12][C:13]([S:15]([N:18]3[CH2:23][CH2:22][O:21][CH2:20][CH2:19]3)(=[O:17])=[O:16])=[CH:14][C:7]=2[CH2:6][CH2:5]1)(=O)C.C(=O)([O-])[O-].[K+].[K+], predict the reaction product. The product is: [N:18]1([S:15]([C:13]2[CH:12]=[CH:11][C:8]3[CH2:9][CH2:10][NH:4][CH2:5][CH2:6][C:7]=3[CH:14]=2)(=[O:17])=[O:16])[CH2:19][CH2:20][O:21][CH2:22][CH2:23]1.